This data is from Reaction yield outcomes from USPTO patents with 853,638 reactions. The task is: Predict the reaction yield, written as a fraction of the theoretical maximum amount of product (1.0 means a 100% yield; for example, 0.34 means a 34% yield). (1) The reactants are C(OC([NH:8][CH:9]1[C:18]2[C:13](=[CH:14][CH:15]=[C:16]([NH:19][C:20]([C:22]3[C:31](=[O:32])[C:30]4[C:25](=[CH:26][CH:27]=[CH:28][CH:29]=4)[NH:24][CH:23]=3)=[O:21])[CH:17]=2)[CH2:12][CH2:11][CH2:10]1)=O)(C)(C)C.C(O)(C(F)(F)F)=O. The catalyst is ClCCl. The product is [NH2:8][CH:9]1[C:18]2[C:13](=[CH:14][CH:15]=[C:16]([NH:19][C:20]([C:22]3[C:31](=[O:32])[C:30]4[C:25](=[CH:26][CH:27]=[CH:28][CH:29]=4)[NH:24][CH:23]=3)=[O:21])[CH:17]=2)[CH2:12][CH2:11][CH2:10]1. The yield is 0.930. (2) The reactants are Cl[C:2]1[N:7]=[C:6]([O:8][C:9]2[CH:34]=[CH:33][CH:32]=[CH:31][C:10]=2[CH2:11][NH:12][C:13]([NH:15][C:16]2[N:20]([C:21]3[CH:26]=[CH:25][C:24]([CH3:27])=[CH:23][CH:22]=3)[N:19]=[C:18]([CH:28]3[CH2:30][CH2:29]3)[CH:17]=2)=[O:14])[CH:5]=[CH:4][N:3]=1.[NH:35]1[CH2:40][CH2:39][O:38][CH2:37][CH2:36]1. The catalyst is C(O)C. The product is [O:38]1[CH2:39][CH2:40][N:35]([C:2]2[N:7]=[C:6]([O:8][C:9]3[CH:34]=[CH:33][CH:32]=[CH:31][C:10]=3[CH2:11][NH:12][C:13]([NH:15][C:16]3[N:20]([C:21]4[CH:26]=[CH:25][C:24]([CH3:27])=[CH:23][CH:22]=4)[N:19]=[C:18]([CH:28]4[CH2:29][CH2:30]4)[CH:17]=3)=[O:14])[CH:5]=[CH:4][N:3]=2)[CH2:36][CH2:37]1. The yield is 0.820. (3) The reactants are [Cl:1][C:2]1[N:3]=[C:4](Cl)[C:5]2[S:10][CH2:9][CH2:8][C:6]=2[N:7]=1.CCN(CC)CC.[CH3:19][C@H:20]1[CH2:25][O:24][CH2:23][CH2:22][NH:21]1. The catalyst is CN(C=O)C. The product is [Cl:1][C:2]1[N:3]=[C:4]([N:21]2[CH2:22][CH2:23][O:24][CH2:25][C@@H:20]2[CH3:19])[C:5]2[S:10][CH2:9][CH2:8][C:6]=2[N:7]=1. The yield is 0.460.